Dataset: Catalyst prediction with 721,799 reactions and 888 catalyst types from USPTO. Task: Predict which catalyst facilitates the given reaction. (1) Reactant: [CH3:1][C:2]1[CH:22]=[CH:21][C:5]2[N:6](S(C3C=CC(C)=CC=3)(=O)=O)[S:7](=[O:10])(=[O:9])[O:8][C:4]=2[CH:3]=1.S(Cl)(Cl)(=O)=O.OC1C=C(C)C=CC=1NS(C1C=CC(C)=CC=1)(=O)=O.C(N(CC)CC)C. Product: [CH3:1][C:2]1[CH:22]=[CH:21][C:5]2[NH:6][S:7](=[O:10])(=[O:9])[O:8][C:4]=2[CH:3]=1. The catalyst class is: 2. (2) Reactant: [CH3:1][C:2]([C:4]1[CH:9]=[CH:8][C:7]([NH2:10])=[CH:6][CH:5]=1)=[O:3].[C:11]1([C:20]2[CH:25]=[CH:24][CH:23]=[CH:22][CH:21]=2)[CH:16]=[CH:15][C:14]([C:17](Cl)=[O:18])=[CH:13][CH:12]=1.C(N(CC)CC)C. Product: [C:2]([C:4]1[CH:9]=[CH:8][C:7]([NH:10][C:17]([C:14]2[CH:15]=[CH:16][C:11]([C:20]3[CH:21]=[CH:22][CH:23]=[CH:24][CH:25]=3)=[CH:12][CH:13]=2)=[O:18])=[CH:6][CH:5]=1)(=[O:3])[CH3:1]. The catalyst class is: 1. (3) Reactant: [N:1]1[CH:2]=[C:3]([C:10]([NH:12][C:13]2[CH:14]=[C:15]([C:20]3[N:24]=[C:23]([CH2:25][CH:26]4[CH2:29][N:28](C(OC(C)(C)C)=O)[CH2:27]4)[O:22][N:21]=3)[CH:16]=[CH:17][C:18]=2[CH3:19])=[O:11])[N:4]2[CH:9]=[CH:8][CH:7]=[CH:6][C:5]=12. Product: [NH:28]1[CH2:29][CH:26]([CH2:25][C:23]2[O:22][N:21]=[C:20]([C:15]3[CH:16]=[CH:17][C:18]([CH3:19])=[C:13]([NH:12][C:10]([C:3]4[N:4]5[CH:9]=[CH:8][CH:7]=[CH:6][C:5]5=[N:1][CH:2]=4)=[O:11])[CH:14]=3)[N:24]=2)[CH2:27]1. The catalyst class is: 67.